From a dataset of Forward reaction prediction with 1.9M reactions from USPTO patents (1976-2016). Predict the product of the given reaction. (1) Given the reactants [CH3:1][N:2]([CH3:39])[CH2:3][CH2:4][CH2:5][C:6]1[C:14]2[C:9](=[CH:10][CH:11]=[CH:12][C:13]=2[O:15][C:16]2[CH:17]=[C:18]([N:26]3[CH2:31][CH2:30][N:29](C(OC(C)(C)C)=O)[CH2:28][CH2:27]3)[CH:19]=[CH:20][C:21]=2[C:22]([O:24][CH3:25])=[O:23])[NH:8][CH:7]=1.FC(F)(F)C(O)=O, predict the reaction product. The product is: [CH3:39][N:2]([CH3:1])[CH2:3][CH2:4][CH2:5][C:6]1[C:14]2[C:9](=[CH:10][CH:11]=[CH:12][C:13]=2[O:15][C:16]2[CH:17]=[C:18]([N:26]3[CH2:31][CH2:30][NH:29][CH2:28][CH2:27]3)[CH:19]=[CH:20][C:21]=2[C:22]([O:24][CH3:25])=[O:23])[NH:8][CH:7]=1. (2) Given the reactants Cl[C:2]1[C:7]2[N:8]=[C:9]([C:13]3[C:14]([NH2:18])=[N:15][O:16][N:17]=3)[N:10]([CH2:11][CH3:12])[C:6]=2[CH:5]=[C:4]([CH2:19][NH:20][CH3:21])[N:3]=1.[CH3:22][C:23]([OH:27])([C:25]#[CH:26])[CH3:24], predict the reaction product. The product is: [NH2:18][C:14]1[C:13]([C:9]2[N:10]([CH2:11][CH3:12])[C:6]3[CH:5]=[C:4]([CH2:19][NH:20][CH3:21])[N:3]=[C:2]([C:26]#[C:25][C:23]([CH3:24])([OH:27])[CH3:22])[C:7]=3[N:8]=2)=[N:17][O:16][N:15]=1. (3) Given the reactants [OH-].[Na+].[CH2:3]([O:10][C:11]([C:13]1([C:44]([O:46]CC2C=CC=CC=2)=[O:45])[CH2:18][CH2:17][N:16]([CH2:19][C:20]2[CH:25]=[CH:24][C:23]([C:26]3[N:30]=[C:29]([C:31]4[CH:36]=[CH:35][C:34]([C:37]5[CH:42]=[CH:41][CH:40]=[CH:39][CH:38]=5)=[C:33]([F:43])[CH:32]=4)[O:28][N:27]=3)=[CH:22][CH:21]=2)[CH2:15][CH2:14]1)=[O:12])[C:4]1[CH:9]=[CH:8][CH:7]=[CH:6][CH:5]=1, predict the reaction product. The product is: [CH2:3]([O:10][C:11]([C:13]1([C:44]([OH:46])=[O:45])[CH2:18][CH2:17][N:16]([CH2:19][C:20]2[CH:21]=[CH:22][C:23]([C:26]3[N:30]=[C:29]([C:31]4[CH:36]=[CH:35][C:34]([C:37]5[CH:38]=[CH:39][CH:40]=[CH:41][CH:42]=5)=[C:33]([F:43])[CH:32]=4)[O:28][N:27]=3)=[CH:24][CH:25]=2)[CH2:15][CH2:14]1)=[O:12])[C:4]1[CH:9]=[CH:8][CH:7]=[CH:6][CH:5]=1. (4) Given the reactants Br[C:2]1[CH:11]=[CH:10][CH:9]=[C:8]2[C:3]=1[CH:4]=[CH:5][C:6]([S:12]([N:15](CC1C=CC(OC)=CC=1OC)[C:16]1[S:20][N:19]=[CH:18][N:17]=1)(=[O:14])=[O:13])=[CH:7]2.[C:32]([C:34]1[CH:39]=[CH:38][C:37](B(O)O)=[C:36]([O:43][CH3:44])[CH:35]=1)#[N:33].P([O-])([O-])([O-])=O.[K+].[K+].[K+].O1CCOCC1, predict the reaction product. The product is: [C:32]([C:34]1[CH:39]=[CH:38][C:37]([C:2]2[CH:11]=[CH:10][CH:9]=[C:8]3[C:3]=2[CH:4]=[CH:5][C:6]([S:12]([NH:15][C:16]2[S:20][N:19]=[CH:18][N:17]=2)(=[O:14])=[O:13])=[CH:7]3)=[C:36]([O:43][CH3:44])[CH:35]=1)#[N:33]. (5) Given the reactants [CH:1]1([C:4]([NH:6][NH:7][C:8]([C:10]2[CH:11]=[N:12][N:13]3[CH:18]=[CH:17][C:16]([N:19]4[CH2:23][CH2:22][CH2:21][CH:20]4[C:24]4[CH:25]=[N:26][CH:27]=[C:28]([F:30])[CH:29]=4)=[N:15][C:14]=23)=O)=O)[CH2:3][CH2:2]1.P12(SP3(SP(SP(S3)(S1)=S)(=S)S2)=S)=[S:32].C([O-])([O-])=O.[Na+].[Na+], predict the reaction product. The product is: [CH:1]1([C:4]2[S:32][C:8]([C:10]3[CH:11]=[N:12][N:13]4[CH:18]=[CH:17][C:16]([N:19]5[CH2:23][CH2:22][CH2:21][CH:20]5[C:24]5[CH:25]=[N:26][CH:27]=[C:28]([F:30])[CH:29]=5)=[N:15][C:14]=34)=[N:7][N:6]=2)[CH2:3][CH2:2]1. (6) Given the reactants [O:1]=[C:2]1[CH2:7][C:6](=O)[CH2:5][CH2:4][N:3]1[C:9]([O:11][C:12]([CH3:15])([CH3:14])[CH3:13])=[O:10].[F:16][C:17]([F:26])([F:25])[C:18]1[CH:19]=[C:20]([CH:22]=[CH:23][CH:24]=1)[NH2:21].FC(F)(F)S([O-])(=O)=O.[Yb+3].FC(F)(F)S([O-])(=O)=O.FC(F)(F)S([O-])(=O)=O, predict the reaction product. The product is: [O:1]=[C:2]1[CH:7]=[C:6]([NH:21][C:20]2[CH:22]=[CH:23][CH:24]=[C:18]([C:17]([F:16])([F:25])[F:26])[CH:19]=2)[CH2:5][CH2:4][N:3]1[C:9]([O:11][C:12]([CH3:15])([CH3:14])[CH3:13])=[O:10]. (7) Given the reactants [CH3:1][O:2][C:3](=[O:21])[C:4]1[CH:9]=[CH:8][CH:7]=[C:6]([CH2:10][NH:11][CH2:12][C@H:13]([NH2:20])[C:14]2[CH:19]=[CH:18][CH:17]=[CH:16][CH:15]=2)[CH:5]=1.[N:22]1[CH:23]=[CH:24][N:25]2[CH:30]=[C:29]([CH2:31][N:32]3[CH2:37][CH2:36][C:35](=O)[CH2:34][CH2:33]3)[CH:28]=[CH:27][C:26]=12, predict the reaction product. The product is: [CH3:1][O:2][C:3](=[O:21])[C:4]1[CH:9]=[CH:8][CH:7]=[C:6]([CH2:10][NH:11][CH2:12][C@H:13]([NH:20][CH:35]2[CH2:34][CH2:33][N:32]([CH2:31][C:29]3[CH:28]=[CH:27][C:26]4[N:25]([CH:24]=[CH:23][N:22]=4)[CH:30]=3)[CH2:37][CH2:36]2)[C:14]2[CH:15]=[CH:16][CH:17]=[CH:18][CH:19]=2)[CH:5]=1. (8) The product is: [F:21][C:2]([F:1])([F:20])[C:3]1[CH:8]=[CH:7][C:6]([NH:9][C:10]2[C:11]3[CH2:19][N:18]([C:23]4[CH:28]=[CH:27][C:26]([CH3:29])=[CH:25][CH:24]=4)[CH2:17][CH2:16][C:12]=3[N:13]=[CH:14][N:15]=2)=[CH:5][CH:4]=1. Given the reactants [F:1][C:2]([F:21])([F:20])[C:3]1[CH:8]=[CH:7][C:6]([NH:9][C:10]2[C:11]3[CH2:19][NH:18][CH2:17][CH2:16][C:12]=3[N:13]=[CH:14][N:15]=2)=[CH:5][CH:4]=1.B(O)(O)[C:23]1[CH:24]=[CH:25][C:26]([CH3:29])=[CH:27][CH:28]=1.C(N(CC)CC)C, predict the reaction product.